Predict the product of the given reaction. From a dataset of Forward reaction prediction with 1.9M reactions from USPTO patents (1976-2016). (1) The product is: [O:22]=[C:20]1[NH:8][C:9]2[S:13][C:12]([C:14]([O:16][CH3:17])=[O:15])=[CH:11][C:10]=2[N:18]=[CH:19]1. Given the reactants C(OC([NH:8][C:9]1[S:13][C:12]([C:14]([O:16][CH3:17])=[O:15])=[CH:11][C:10]=1[NH:18][CH2:19][C:20]([O:22]C)=O)=O)(C)(C)C.C([O-])(O)=O.[Na+], predict the reaction product. (2) Given the reactants [C:1]([N:8]1[CH2:15][CH:14]2[CH:10]([CH2:11][NH:12][CH2:13]2)[CH2:9]1)([O:3][C:4]([CH3:7])([CH3:6])[CH3:5])=[O:2].[Br:16][C:17]1[CH:29]=[CH:28][C:27]2[C:26]3[C:21](=[CH:22][C:23](Br)=[CH:24][CH:25]=3)[C:20](=[O:31])[C:19]=2[CH:18]=1.CC(C)([O-])C.[Na+], predict the reaction product. The product is: [C:1]([N:8]1[CH2:9][CH:10]2[CH:14]([CH2:13][N:12]([C:23]3[CH:24]=[CH:25][C:26]4[C:27]5[C:19](=[CH:18][C:17]([Br:16])=[CH:29][CH:28]=5)[C:20](=[O:31])[C:21]=4[CH:22]=3)[CH2:11]2)[CH2:15]1)([O:3][C:4]([CH3:7])([CH3:6])[CH3:5])=[O:2].